This data is from Aqueous solubility values for 9,982 compounds from the AqSolDB database. The task is: Regression/Classification. Given a drug SMILES string, predict its absorption, distribution, metabolism, or excretion properties. Task type varies by dataset: regression for continuous measurements (e.g., permeability, clearance, half-life) or binary classification for categorical outcomes (e.g., BBB penetration, CYP inhibition). For this dataset (solubility_aqsoldb), we predict Y. (1) The drug is CCCCOC(=O)CSCSCC(=O)OCCCC. The Y is -4.34 log mol/L. (2) The compound is CCF. The Y is -1.35 log mol/L.